This data is from Forward reaction prediction with 1.9M reactions from USPTO patents (1976-2016). The task is: Predict the product of the given reaction. (1) Given the reactants [C:1]([C:5]1[NH:6][C:7]2[C:12]([C:13]=1[CH2:14][CH:15]=O)=[CH:11][CH:10]=[C:9]([N+:17]([O-:19])=[O:18])[CH:8]=2)([CH3:4])([CH3:3])[CH3:2].Cl.[CH3:21][O:22][C:23](=[O:37])/[CH:24]=[CH:25]/[C:26]1[CH:31]=[CH:30][C:29]([CH:32]2[CH2:36][CH2:35][CH2:34][NH:33]2)=[CH:28][CH:27]=1.C(N(CC)CC)C.C(O[BH-](OC(=O)C)OC(=O)C)(=O)C.[Na+], predict the reaction product. The product is: [CH3:21][O:22][C:23](=[O:37])/[CH:24]=[CH:25]/[C:26]1[CH:31]=[CH:30][C:29]([CH:32]2[CH2:36][CH2:35][CH2:34][N:33]2[CH2:15][CH2:14][C:13]2[C:12]3[C:7](=[CH:8][C:9]([N+:17]([O-:19])=[O:18])=[CH:10][CH:11]=3)[NH:6][C:5]=2[C:1]([CH3:2])([CH3:4])[CH3:3])=[CH:28][CH:27]=1. (2) The product is: [CH2:38]([C:24]1[CH:23]=[N:22][CH:21]=[C:20]2[S:26][C:17]([C:15]3[CH:16]=[C:11]([O:10][CH2:9][C@@H:8]([NH2:7])[CH2:27][C:28]4[C:36]5[C:31](=[CH:32][CH:33]=[CH:34][CH:35]=5)[NH:30][CH:29]=4)[CH:12]=[N:13][CH:14]=3)=[CH:18][C:19]=12)[CH3:39]. Given the reactants C(OC(=O)[NH:7][C@@H:8]([CH2:27][C:28]1[C:36]2[C:31](=[CH:32][CH:33]=[CH:34][CH:35]=2)[NH:30][CH:29]=1)[CH2:9][O:10][C:11]1[CH:12]=[N:13][CH:14]=[C:15]([C:17]2[S:26][C:20]3=[CH:21][N:22]=[CH:23][C:24](Cl)=[C:19]3[CH:18]=2)[CH:16]=1)(C)(C)C.[CH2:38](N(CC)CC)[CH3:39], predict the reaction product.